The task is: Predict the reactants needed to synthesize the given product.. This data is from Full USPTO retrosynthesis dataset with 1.9M reactions from patents (1976-2016). Given the product [CH3:3][O:4][C:5]1[CH:12]=[CH:11][C:8]([CH2:9][N:34]2[C@H:33]3[CH2:35][S:36][C@@H:37]([CH2:38][CH2:39][CH2:40][CH2:41][C:42]([O:44][CH3:45])=[O:43])[C@H:32]3[N:31]([CH2:22][C:21]3[CH:15]=[CH:16][C:18]([O:49][CH3:48])=[CH:19][CH:20]=3)[C:30]2=[O:29])=[CH:7][CH:6]=1, predict the reactants needed to synthesize it. The reactants are: [H-].[Na+].[CH3:3][O:4][C:5]1[CH:12]=[CH:11][C:8]([CH2:9]Cl)=[CH:7][CH:6]=1.C1S[C@@H:16]([CH2:18][CH2:19][CH2:20][CH2:21][C:22](O)=O)[C@H:15]2NC(N[C@@H]12)=O.[O:29]=[C:30]1[NH:34][C@H:33]2[CH2:35][S:36][C@@H:37]([CH2:38][CH2:39][CH2:40][CH2:41][C:42]([O:44][CH3:45])=[O:43])[C@H:32]2[NH:31]1.CN(C)[CH:48]=[O:49].